This data is from Full USPTO retrosynthesis dataset with 1.9M reactions from patents (1976-2016). The task is: Predict the reactants needed to synthesize the given product. (1) Given the product [CH3:28][O:29][CH:30]1[CH2:31][CH2:32][N:33]([C:36]2[N:41]=[C:40]([NH:42][C:2]3[N:7]=[CH:6][C:5]4[N:8]=[C:9]([CH3:27])[N:10]([CH2:11][C:12]5[CH:20]=[CH:19][CH:18]=[C:17]6[C:13]=5[CH:14]=[N:15][N:16]6[CH:21]5[CH2:26][CH2:25][CH2:24][CH2:23][O:22]5)[C:4]=4[CH:3]=3)[CH:39]=[CH:38][N:37]=2)[CH2:34][CH2:35]1, predict the reactants needed to synthesize it. The reactants are: Cl[C:2]1[N:7]=[CH:6][C:5]2[N:8]=[C:9]([CH3:27])[N:10]([CH2:11][C:12]3[CH:20]=[CH:19][CH:18]=[C:17]4[C:13]=3[CH:14]=[N:15][N:16]4[CH:21]3[CH2:26][CH2:25][CH2:24][CH2:23][O:22]3)[C:4]=2[CH:3]=1.[CH3:28][O:29][CH:30]1[CH2:35][CH2:34][N:33]([C:36]2[N:41]=[C:40]([NH2:42])[CH:39]=[CH:38][N:37]=2)[CH2:32][CH2:31]1.CC(C1C=C(C(C)C)C(C2C(P(C3CCCCC3)C3CCCCC3)=C(OC)C=CC=2OC)=C(C(C)C)C=1)C.C(=O)([O-])[O-].[Cs+].[Cs+]. (2) Given the product [CH3:16][C:6]1[C:7]([CH:8]([CH2:13][CH2:14][CH3:15])[C:9]([O:11][CH3:12])=[O:10])=[C:2]([C:39]2[CH:40]=[C:41]3[C:36]([CH:35]=[CH:34][N:33]3[CH3:32])=[CH:37][CH:38]=2)[N:3]=[C:4]([C:17]2[CH:22]=[CH:21][CH:20]=[CH:19][CH:18]=2)[N:5]=1, predict the reactants needed to synthesize it. The reactants are: Cl[C:2]1[C:7]([CH:8]([CH2:13][CH2:14][CH3:15])[C:9]([O:11][CH3:12])=[O:10])=[C:6]([CH3:16])[N:5]=[C:4]([C:17]2[CH:22]=[CH:21][CH:20]=[CH:19][CH:18]=2)[N:3]=1.C(N(CC)C(C)C)(C)C.[CH3:32][N:33]1[C:41]2[C:36](=[CH:37][CH:38]=[C:39](B3OC(C)(C)C(C)(C)O3)[CH:40]=2)[CH:35]=[CH:34]1.